From a dataset of Forward reaction prediction with 1.9M reactions from USPTO patents (1976-2016). Predict the product of the given reaction. Given the reactants O=[CH:2][CH2:3][CH2:4][C:5]1[CH:10]=[CH:9][C:8]([NH:11][C:12](=[O:14])[CH3:13])=[CH:7][CH:6]=1.Cl.[CH3:16][NH:17][CH3:18].C([O-])(=O)C.[Na+].C([BH3-])#N.[Na+], predict the reaction product. The product is: [CH3:16][N:17]([CH3:18])[CH2:2][CH2:3][CH2:4][C:5]1[CH:10]=[CH:9][C:8]([NH:11][C:12](=[O:14])[CH3:13])=[CH:7][CH:6]=1.